This data is from Reaction yield outcomes from USPTO patents with 853,638 reactions. The task is: Predict the reaction yield, written as a fraction of the theoretical maximum amount of product (1.0 means a 100% yield; for example, 0.34 means a 34% yield). The reactants are Br[C:2]1[CH:7]=[CH:6][CH:5]=[CH:4][C:3]=1[C:8]1[CH:13]=[CH:12][C:11]([S:14]([CH3:17])(=[O:16])=[O:15])=[CH:10][CH:9]=1.[Cl:18][C:19]1[CH:20]=[C:21](B(O)O)[CH:22]=[CH:23][C:24]=1[O:25][CH3:26]. No catalyst specified. The product is [Cl:18][C:19]1[CH:20]=[C:21]([C:2]2[CH:7]=[CH:6][CH:5]=[CH:4][C:3]=2[C:8]2[CH:13]=[CH:12][C:11]([S:14]([CH3:17])(=[O:16])=[O:15])=[CH:10][CH:9]=2)[CH:22]=[CH:23][C:24]=1[O:25][CH3:26]. The yield is 0.690.